This data is from Catalyst prediction with 721,799 reactions and 888 catalyst types from USPTO. The task is: Predict which catalyst facilitates the given reaction. (1) The catalyst class is: 152. Reactant: [C@@H:1]1([C:10]([OH:12])=[O:11])[CH2:6][CH2:5][CH2:4][CH2:3][C@H:2]1[C:7]([OH:9])=O. Product: [C:10]1(=[O:11])[C@@H:1]2[CH2:6][CH2:5][CH2:4][CH2:3][C@H:2]2[C:7](=[O:9])[O:12]1. (2) Reactant: [OH:1][C:2]1[CH:7]=[CH:6][C:5]([C:8](=[O:10])[CH3:9])=[CH:4][C:3]=1[O:11][CH3:12].C(=O)([O-])[O-].[K+].[K+].Br[CH2:20][CH2:21][CH2:22][Cl:23]. Product: [Cl:23][CH2:22][CH2:21][CH2:20][O:1][C:2]1[CH:7]=[CH:6][C:5]([C:8](=[O:10])[CH3:9])=[CH:4][C:3]=1[O:11][CH3:12]. The catalyst class is: 9. (3) The catalyst class is: 1. Reactant: [C:1]([O:5][C:6](=[O:24])[NH:7][CH2:8][CH2:9][C:10]1[CH:15]=[CH:14][C:13]([O:16][C:17]2[CH:22]=[CH:21][C:20]([F:23])=[CH:19][CH:18]=2)=[CH:12][CH:11]=1)([CH3:4])([CH3:3])[CH3:2].[H-].[Na+].[CH3:27]I. Product: [C:1]([O:5][C:6](=[O:24])[N:7]([CH2:8][CH2:9][C:10]1[CH:15]=[CH:14][C:13]([O:16][C:17]2[CH:22]=[CH:21][C:20]([F:23])=[CH:19][CH:18]=2)=[CH:12][CH:11]=1)[CH3:27])([CH3:4])([CH3:2])[CH3:3]. (4) Reactant: Cl[CH2:2][CH2:3][NH:4][C:5]([NH:7][CH:8]([C:16]1[CH:21]=[CH:20][CH:19]=[CH:18][CH:17]=1)[CH2:9][C:10]1[CH:15]=[CH:14][CH:13]=[CH:12][CH:11]=1)=[O:6].C(=O)([O-])[O-].[Na+].[Na+]. Product: [NH3:4].[C:16]1([CH:8]([NH:7][C:5]2[O:6][CH2:2][CH2:3][N:4]=2)[CH2:9][C:10]2[CH:15]=[CH:14][CH:13]=[CH:12][CH:11]=2)[CH:21]=[CH:20][CH:19]=[CH:18][CH:17]=1. The catalyst class is: 6. (5) Product: [F:44][C:41]1[CH:42]=[CH:43][C:38](/[C:36](/[CH3:37])=[CH:35]/[N:7]2[C:8]3[C:4](=[CH:3][C:2]([CH3:1])=[CH:10][CH:9]=3)[C:5]3[CH2:17][N:16]4[CH:12]([CH2:11][C:6]2=3)[CH2:13][CH2:14][CH2:15]4)=[CH:39][CH:40]=1. The catalyst class is: 122. Reactant: [CH3:1][C:2]1[CH:3]=[C:4]2[C:8](=[CH:9][CH:10]=1)[NH:7][C:6]1[CH2:11][CH:12]3[N:16]([CH2:17][C:5]2=1)[CH2:15][CH2:14][CH2:13]3.N1CCC[C@H]1C(O)=O.[O-]P([O-])([O-])=O.[K+].[K+].[K+].Br[CH:35]=[C:36]([C:38]1[CH:43]=[CH:42][C:41]([F:44])=[CH:40][CH:39]=1)[CH3:37]. (6) Reactant: C[O:2][C:3](=O)[C:4]([C:7]1[CH:12]=[CH:11][C:10]([Br:13])=[CH:9][C:8]=1[N+:14]([O-])=O)([CH3:6])[CH3:5]. Product: [Br:13][C:10]1[CH:9]=[C:8]2[C:7]([C:4]([CH3:6])([CH3:5])[C:3](=[O:2])[NH:14]2)=[CH:12][CH:11]=1. The catalyst class is: 180.